Dataset: Full USPTO retrosynthesis dataset with 1.9M reactions from patents (1976-2016). Task: Predict the reactants needed to synthesize the given product. (1) Given the product [CH2:23]([O:22][C:20](=[O:21])[CH:19]([C:13]1[CH:18]=[CH:17][CH:16]=[CH:15][CH:14]=1)[C:25](=[O:32])[C:26]1[CH:31]=[CH:30][CH:29]=[CH:28][CH:27]=1)[CH3:24], predict the reactants needed to synthesize it. The reactants are: C(NC(C)C)(C)C.C([Li])CCC.[C:13]1([CH2:19][C:20]([O:22][CH2:23][CH3:24])=[O:21])[CH:18]=[CH:17][CH:16]=[CH:15][CH:14]=1.[C:25](Cl)(=[O:32])[C:26]1[CH:31]=[CH:30][CH:29]=[CH:28][CH:27]=1.[NH4+].[Cl-]. (2) Given the product [CH2:14]([N:10]1[C:6]2[CH:5]=[CH:4][N:3]=[C:2]([Cl:1])[C:7]=2[C:8]([I:11])=[N:9]1)[C:15]1[CH:20]=[CH:19][CH:18]=[CH:17][CH:16]=1, predict the reactants needed to synthesize it. The reactants are: [Cl:1][C:2]1[C:7]2[C:8]([I:11])=[N:9][NH:10][C:6]=2[CH:5]=[CH:4][N:3]=1.[OH-].[K+].[CH2:14](Br)[C:15]1[CH:20]=[CH:19][CH:18]=[CH:17][CH:16]=1.C(=O)([O-])O.[Na+].